From a dataset of Catalyst prediction with 721,799 reactions and 888 catalyst types from USPTO. Predict which catalyst facilitates the given reaction. (1) Reactant: [Cl:1][C:2]1[CH:7]=[CH:6][C:5]([C@H:8]2[N:12]([C:13]3[CH:18]=[CH:17][C:16]([Cl:19])=[CH:15][C:14]=3[Cl:20])[N:11]=[C:10]([C:21](Cl)=[O:22])[C@H:9]2[CH3:24])=[CH:4][CH:3]=1.O.[NH2:26][NH2:27]. Product: [Cl:1][C:2]1[CH:7]=[CH:6][C:5]([C@H:8]2[N:12]([C:13]3[CH:18]=[CH:17][C:16]([Cl:19])=[CH:15][C:14]=3[Cl:20])[N:11]=[C:10]([C:21]([NH:26][NH2:27])=[O:22])[C@H:9]2[CH3:24])=[CH:4][CH:3]=1. The catalyst class is: 8. (2) Reactant: [Cl:1][C:2]1[CH:3]=[CH:4][C:5]([O:20][CH3:21])=[C:6]([CH:19]=1)[C:7]([C:9](=[CH:15][N:16](C)C)[C:10]([O:12][CH2:13][CH3:14])=[O:11])=O.[NH2:22]N. Product: [Cl:1][C:2]1[CH:3]=[CH:4][C:5]([O:20][CH3:21])=[C:6]([C:7]2[NH:22][N:16]=[CH:15][C:9]=2[C:10]([O:12][CH2:13][CH3:14])=[O:11])[CH:19]=1. The catalyst class is: 8. (3) Reactant: Cl[C:2]1[CH:7]=[N:6][CH:5]=[C:4]([Cl:8])[N:3]=1.[CH3:9][O:10][CH2:11][CH:12]1[CH2:16][CH2:15][CH2:14][NH:13]1.C(=O)([O-])[O-].[K+].[K+].O. Product: [Cl:8][C:4]1[CH:5]=[N:6][CH:7]=[C:2]([N:13]2[CH2:14][CH2:15][CH2:16][CH:12]2[CH2:11][O:10][CH3:9])[N:3]=1. The catalyst class is: 44.